From a dataset of Full USPTO retrosynthesis dataset with 1.9M reactions from patents (1976-2016). Predict the reactants needed to synthesize the given product. Given the product [CH2:1]([N:8]1[C:12](/[CH:13]=[CH:21]/[C:22]2[CH:27]=[CH:26][N:25]=[C:24]([NH2:28])[N:23]=2)=[C:11]([C:15]2[CH:20]=[CH:19][CH:18]=[CH:17][CH:16]=2)[N:10]=[CH:9]1)[C:2]1[CH:7]=[CH:6][CH:5]=[CH:4][CH:3]=1, predict the reactants needed to synthesize it. The reactants are: [CH2:1]([N:8]1[C:12]([CH:13]=O)=[C:11]([C:15]2[CH:20]=[CH:19][CH:18]=[CH:17][CH:16]=2)[N:10]=[CH:9]1)[C:2]1[CH:7]=[CH:6][CH:5]=[CH:4][CH:3]=1.[CH3:21][C:22]1[CH:27]=[CH:26][N:25]=[C:24]([NH2:28])[N:23]=1.